Dataset: NCI-60 drug combinations with 297,098 pairs across 59 cell lines. Task: Regression. Given two drug SMILES strings and cell line genomic features, predict the synergy score measuring deviation from expected non-interaction effect. (1) Drug 1: C1=CC(=C(C=C1I)F)NC2=C(C=CC(=C2F)F)C(=O)NOCC(CO)O. Drug 2: C1CCC(C(C1)[NH-])[NH-].C(=O)(C(=O)[O-])[O-].[Pt+4]. Cell line: SW-620. Synergy scores: CSS=67.6, Synergy_ZIP=-4.96, Synergy_Bliss=-5.68, Synergy_Loewe=0.688, Synergy_HSA=3.70. (2) Drug 1: C1=NC(=NC(=O)N1C2C(C(C(O2)CO)O)O)N. Drug 2: CC1C(C(CC(O1)OC2CC(CC3=C2C(=C4C(=C3O)C(=O)C5=CC=CC=C5C4=O)O)(C(=O)C)O)N)O. Cell line: SF-539. Synergy scores: CSS=52.8, Synergy_ZIP=-1.09, Synergy_Bliss=-1.84, Synergy_Loewe=-1.44, Synergy_HSA=0.996. (3) Drug 1: CC1C(C(CC(O1)OC2CC(CC3=C2C(=C4C(=C3O)C(=O)C5=C(C4=O)C(=CC=C5)OC)O)(C(=O)C)O)N)O.Cl. Drug 2: C1=NC2=C(N1)C(=S)N=CN2. Cell line: SF-268. Synergy scores: CSS=15.1, Synergy_ZIP=-9.30, Synergy_Bliss=-15.8, Synergy_Loewe=-16.5, Synergy_HSA=-15.7. (4) Drug 1: CC1C(C(=O)NC(C(=O)N2CCCC2C(=O)N(CC(=O)N(C(C(=O)O1)C(C)C)C)C)C(C)C)NC(=O)C3=C4C(=C(C=C3)C)OC5=C(C(=O)C(=C(C5=N4)C(=O)NC6C(OC(=O)C(N(C(=O)CN(C(=O)C7CCCN7C(=O)C(NC6=O)C(C)C)C)C)C(C)C)C)N)C. Drug 2: CC1=C2C(C(=O)C3(C(CC4C(C3C(C(C2(C)C)(CC1OC(=O)C(C(C5=CC=CC=C5)NC(=O)OC(C)(C)C)O)O)OC(=O)C6=CC=CC=C6)(CO4)OC(=O)C)O)C)O. Cell line: NCI-H226. Synergy scores: CSS=9.11, Synergy_ZIP=-0.0350, Synergy_Bliss=3.62, Synergy_Loewe=0.405, Synergy_HSA=0.376. (5) Drug 1: CCN(CC)CCCC(C)NC1=C2C=C(C=CC2=NC3=C1C=CC(=C3)Cl)OC. Drug 2: CN(C(=O)NC(C=O)C(C(C(CO)O)O)O)N=O. Cell line: SNB-19. Synergy scores: CSS=25.0, Synergy_ZIP=-5.40, Synergy_Bliss=0.594, Synergy_Loewe=-14.7, Synergy_HSA=-1.33.